Regression/Classification. Given a drug SMILES string, predict its absorption, distribution, metabolism, or excretion properties. Task type varies by dataset: regression for continuous measurements (e.g., permeability, clearance, half-life) or binary classification for categorical outcomes (e.g., BBB penetration, CYP inhibition). Dataset: cyp3a4_veith. From a dataset of CYP3A4 inhibition data for predicting drug metabolism from PubChem BioAssay. (1) The drug is CC1(C)CC(=O)C2=C(C1)N(Cc1cccnc1)C(=O)C2(NC(=O)c1cccnc1)C(F)(F)F. The result is 1 (inhibitor). (2) The compound is Cn1ccnc1. The result is 0 (non-inhibitor). (3) The compound is CC(=O)Nc1ccc(NC(=O)CSc2nnc(-c3ccccc3)n2Cc2ccc3c(c2)OCO3)cc1. The result is 1 (inhibitor). (4) The compound is CCCN1CC[C@@H]2c3cc(O)ccc3CC[C@H]21. The result is 0 (non-inhibitor).